Dataset: Reaction yield outcomes from USPTO patents with 853,638 reactions. Task: Predict the reaction yield, written as a fraction of the theoretical maximum amount of product (1.0 means a 100% yield; for example, 0.34 means a 34% yield). (1) The reactants are [N:1]1([CH2:7][C:8]2[CH:13]=[CH:12][C:11]([NH:14][C:15]([C:17]3[C:21]([NH2:22])=[CH:20][NH:19][N:18]=3)=[O:16])=[CH:10][CH:9]=2)[CH2:6][CH2:5][O:4][CH2:3][CH2:2]1.Cl[C:24]1[C:29]2[CH:30]=[CH:31][O:32][C:28]=2[CH:27]=[CH:26][N:25]=1. No catalyst specified. The product is [O:32]1[C:28]2[CH:27]=[CH:26][N:25]=[C:24]([NH:22][C:21]3[C:17]([C:15]([NH:14][C:11]4[CH:12]=[CH:13][C:8]([CH2:7][N:1]5[CH2:6][CH2:5][O:4][CH2:3][CH2:2]5)=[CH:9][CH:10]=4)=[O:16])=[N:18][NH:19][CH:20]=3)[C:29]=2[CH:30]=[CH:31]1. The yield is 0.356. (2) The reactants are [Br:1][C:2]1[C:3]([OH:13])=[CH:4][CH:5]=[C:6]2[C:11]=1[N:10]=[C:9]([CH3:12])[CH:8]=[CH:7]2.C(N(CC)C(C)C)(C)C.[C:23]1([S:29](Cl)(=[O:31])=[O:30])[CH:28]=[CH:27][CH:26]=[CH:25][CH:24]=1. The catalyst is C(Cl)Cl. The product is [C:23]1([S:29]([O:13][C:3]2[C:2]([Br:1])=[C:11]3[C:6]([CH:7]=[CH:8][C:9]([CH3:12])=[N:10]3)=[CH:5][CH:4]=2)(=[O:31])=[O:30])[CH:28]=[CH:27][CH:26]=[CH:25][CH:24]=1. The yield is 0.970. (3) The reactants are [CH3:1][S:2]([CH3:5])(=[O:4])=[O:3].C([Li])CCC.[Cl:11][C:12]1[CH:17]=[CH:16][CH:15]=[CH:14][C:13]=1/[CH:18]=[N:19]/[C:20](=[O:26])[O:21][C:22]([CH3:25])([CH3:24])[CH3:23].[Cl-].[NH4+]. The catalyst is C1COCC1.C(OCC)(=O)C. The product is [Cl:11][C:12]1[CH:17]=[CH:16][CH:15]=[CH:14][C:13]=1[CH:18]([NH:19][C:20](=[O:26])[O:21][C:22]([CH3:24])([CH3:23])[CH3:25])[CH2:1][S:2]([CH3:5])(=[O:4])=[O:3]. The yield is 0.820. (4) The reactants are CO[CH2:3][N:4]([CH2:10][C:11]1[CH:16]=[CH:15][CH:14]=[CH:13][CH:12]=1)[CH2:5][Si](C)(C)C.[F:17][C:18]1[CH:23]=[C:22]([F:24])[CH:21]=[CH:20][C:19]=1/[CH:25]=[CH:26]/[C:27](=[O:29])[CH3:28]. The catalyst is C(Cl)Cl.FC(F)(F)C(O)=O. The product is [CH2:10]([N:4]1[CH2:3][CH:25]([C:19]2[CH:20]=[CH:21][C:22]([F:24])=[CH:23][C:18]=2[F:17])[CH:26]([C:27](=[O:29])[CH3:28])[CH2:5]1)[C:11]1[CH:12]=[CH:13][CH:14]=[CH:15][CH:16]=1. The yield is 0.890. (5) The reactants are Cl.[NH2:2][C:3]1[N:8]=[C:7]([N:9]2[C:17]3[C:12](=[CH:13][CH:14]=[C:15]([OH:18])[CH:16]=3)[C:11]3([CH2:21][N:20]([CH3:22])[CH2:19]3)[CH2:10]2)[C:6]([Cl:23])=[CH:5][N:4]=1.C(N(CC)CC)C.[F:31][C:32]([F:51])([F:50])[S:33](N(C1C=CC=CC=1)[S:33]([C:32]([F:51])([F:50])[F:31])(=[O:35])=[O:34])(=[O:35])=[O:34].CO.ClCCl. The catalyst is ClCCl. The product is [F:31][C:32]([F:51])([F:50])[S:33]([O:18][C:15]1[CH:16]=[C:17]2[C:12]([C:11]3([CH2:19][N:20]([CH3:22])[CH2:21]3)[CH2:10][N:9]2[C:7]2[C:6]([Cl:23])=[CH:5][N:4]=[C:3]([NH2:2])[N:8]=2)=[CH:13][CH:14]=1)(=[O:35])=[O:34]. The yield is 0.600. (6) The reactants are [O:1]1[CH2:5][CH2:4][CH2:3][CH:2]1[C:6](=[N:8][OH:9])[Cl:7].[CH3:10][S:11](Cl)(=[O:13])=[O:12].C(N(CC)CC)C. The catalyst is CCOCC. The product is [CH3:10][S:11]([O:9][N:8]=[C:6]([Cl:7])[CH:2]1[CH2:3][CH2:4][CH2:5][O:1]1)(=[O:13])=[O:12]. The yield is 0.531. (7) No catalyst specified. The yield is 0.931. The product is [CH3:1][C:2]1[C:7]([CH3:8])=[C:6]([N+:16]([O-:18])=[O:17])[C:5]([CH3:9])=[CH:4][N+:3]=1[O-:10]. The reactants are [CH3:1][C:2]1[C:7]([CH3:8])=[CH:6][C:5]([CH3:9])=[CH:4][N+:3]=1[O-:10].S(=O)(=O)(O)O.[N+:16]([O-])([OH:18])=[O:17]. (8) The catalyst is C(#N)C. The product is [C:1]([O:5][C:6](=[O:23])[CH2:7][N:8]([C:9]1[CH:14]=[CH:13][C:12]([Br:31])=[C:11]([CH3:15])[N:10]=1)[C:16]([O:18][C:19]([CH3:22])([CH3:21])[CH3:20])=[O:17])([CH3:3])([CH3:4])[CH3:2]. The reactants are [C:1]([O:5][C:6](=[O:23])[CH2:7][N:8]([C:16]([O:18][C:19]([CH3:22])([CH3:21])[CH3:20])=[O:17])[C:9]1[CH:14]=[CH:13][CH:12]=[C:11]([CH3:15])[N:10]=1)([CH3:4])([CH3:3])[CH3:2].C1C(=O)N([Br:31])C(=O)C1. The yield is 0.950. (9) The reactants are [CH:1]1([C:4]2[O:5][C:6]([C:24]3[CH:29]=[CH:28][CH:27]=[CH:26][CH:25]=3)=[CH:7][C:8]=2[CH:9]([NH:14][C:15]2[CH:23]=[CH:22][C:18](C(O)=O)=[CH:17][CH:16]=2)[CH2:10][CH:11]([CH3:13])[CH3:12])[CH2:3][CH2:2]1.[CH3:30][NH:31][CH2:32][CH2:33][C:34]([O:36]CC)=[O:35].Cl.C(N=C=NCCCN(C)C)C.O.[OH:52][C:53]1C2N=NNC=2C=CC=1. The catalyst is CN(C)C=O.C(OCC)(=O)C.C(N(CC)CC)C. The product is [CH:1]1([C:4]2[O:5][C:6]([C:24]3[CH:29]=[CH:28][CH:27]=[CH:26][CH:25]=3)=[CH:7][C:8]=2[CH:9]([NH:14][C:15]2[CH:16]=[CH:17][C:18]([C:53]([N:31]([CH3:30])[CH2:32][CH2:33][C:34]([OH:36])=[O:35])=[O:52])=[CH:22][CH:23]=2)[CH2:10][CH:11]([CH3:13])[CH3:12])[CH2:2][CH2:3]1. The yield is 0.480.